Dataset: Full USPTO retrosynthesis dataset with 1.9M reactions from patents (1976-2016). Task: Predict the reactants needed to synthesize the given product. (1) Given the product [N:15]([C:11]1[CH:10]=[C:9]([C:8]2[C:3]([O:2][CH3:1])=[N:4][CH:5]=[CH:6][CH:7]=2)[CH:14]=[CH:13][N:12]=1)=[C:16]=[S:17], predict the reactants needed to synthesize it. The reactants are: [CH3:1][O:2][C:3]1[C:8]([C:9]2[CH:14]=[CH:13][N:12]=[C:11]([NH2:15])[CH:10]=2)=[CH:7][CH:6]=[CH:5][N:4]=1.[C:16](N1C=CC=CC1=O)(N1C=CC=CC1=O)=[S:17]. (2) Given the product [O:5]=[C:6]1[NH:10][C@@H:9]([C:11]([O:13][CH3:14])=[O:12])[CH2:8][CH2:7]1, predict the reactants needed to synthesize it. The reactants are: O=S(Cl)Cl.[O:5]=[C:6]1[NH:10][C@@H:9]([C:11]([OH:13])=[O:12])[CH2:8][CH2:7]1.[CH3:14]O. (3) The reactants are: [CH2:1]([O:3][CH:4]([CH2:10][C:11]1[CH:16]=[CH:15][C:14]([O:17][CH2:18][CH2:19][C:20]2[CH:25]=[CH:24][C:23]([O:26]S(C)(=O)=O)=[CH:22][CH:21]=2)=[C:13]([CH3:31])[CH:12]=1)[C:5]([O:7]CC)=[O:6])[CH3:2].[OH-].[Na+].O. Given the product [CH2:1]([O:3][CH:4]([CH2:10][C:11]1[CH:16]=[CH:15][C:14]([O:17][CH2:18][CH2:19][C:20]2[CH:25]=[CH:24][C:23]([OH:26])=[CH:22][CH:21]=2)=[C:13]([CH3:31])[CH:12]=1)[C:5]([OH:7])=[O:6])[CH3:2], predict the reactants needed to synthesize it. (4) Given the product [Cl:19][C:20]1[C:29]2[C:24](=[CH:25][CH:26]=[C:27]([S:30]([NH:1][C:2]3([C:8]([O:10][CH3:11])=[O:9])[CH2:7][CH2:6][CH2:5][CH2:4][CH2:3]3)(=[O:32])=[O:31])[CH:28]=2)[C:23]([Cl:34])=[CH:22][N:21]=1, predict the reactants needed to synthesize it. The reactants are: [NH2:1][C:2]1([C:8]([O:10][CH3:11])=[O:9])[CH2:7][CH2:6][CH2:5][CH2:4][CH2:3]1.CCN(CC)CC.[Cl:19][C:20]1[C:29]2[C:24](=[CH:25][CH:26]=[C:27]([S:30](Cl)(=[O:32])=[O:31])[CH:28]=2)[C:23]([Cl:34])=[CH:22][N:21]=1. (5) Given the product [Br:24][CH2:1][C:2]1[CH:3]=[CH:4][C:5]2[O:9][C:8]([C:10]3[CH:15]=[CH:14][CH:13]=[CH:12][CH:11]=3)=[N:7][C:6]=2[CH:16]=1, predict the reactants needed to synthesize it. The reactants are: [CH3:1][C:2]1[CH:3]=[CH:4][C:5]2[O:9][C:8]([C:10]3[CH:15]=[CH:14][CH:13]=[CH:12][CH:11]=3)=[N:7][C:6]=2[CH:16]=1.C1C(=O)N([Br:24])C(=O)C1. (6) The reactants are: [CH3:1][O:2][C:3]1[CH:4]=[C:5]([NH:11][C:12]2[N:13]=[CH:14][C:15]3[CH2:21][C:20](=[O:22])[NH:19][C:18]4[CH:23]=[CH:24][C:25]([C:27](O)=[O:28])=[CH:26][C:17]=4[C:16]=3[N:30]=2)[CH:6]=[CH:7][C:8]=1[O:9][CH3:10].[N:31]1[CH:36]=[CH:35][C:34]([CH2:37][CH2:38][NH2:39])=[CH:33][CH:32]=1. Given the product [N:31]1[CH:36]=[CH:35][C:34]([CH2:37][CH2:38][NH:39][C:27]([C:25]2[CH:24]=[CH:23][C:18]3[NH:19][C:20](=[O:22])[CH2:21][C:15]4[CH:14]=[N:13][C:12]([NH:11][C:5]5[CH:6]=[CH:7][C:8]([O:9][CH3:10])=[C:3]([O:2][CH3:1])[CH:4]=5)=[N:30][C:16]=4[C:17]=3[CH:26]=2)=[O:28])=[CH:33][CH:32]=1, predict the reactants needed to synthesize it. (7) Given the product [F:16][C:2]([F:1])([F:15])[C:3]1[NH:4][C:5]2[C:10]([CH:11]=1)=[CH:9][C:8]([CH2:12][NH2:13])=[CH:7][C:6]=2[Br:14], predict the reactants needed to synthesize it. The reactants are: [F:1][C:2]([F:16])([F:15])[C:3]1[NH:4][C:5]2[C:10]([CH:11]=1)=[CH:9][C:8]([C:12]#[N:13])=[CH:7][C:6]=2[Br:14]. (8) Given the product [NH2:1][C:4]1[CH:5]=[C:6]([CH:10]([CH2:15][NH2:16])[CH2:11][NH2:12])[CH:7]=[CH:8][CH:9]=1, predict the reactants needed to synthesize it. The reactants are: [N+:1]([C:4]1[CH:9]=[CH:8][CH:7]=[C:6]([CH:10]([CH2:15][N+:16]([O-])=O)[CH2:11][N+:12]([O-])=O)[CH:5]=1)([O-])=O.[H][H]. (9) Given the product [Cl:1][C:2]1[CH:7]=[C:6]2[NH:8][C:9](=[O:43])[C@@:10]3([C@H:14]([CH2:15][C:16]([C:19]#[N:20])([CH3:18])[CH3:17])[NH:13][C@@H:12]([C:21]([NH:23][C:24]4[CH:33]=[CH:32][C:27]([C:28]([OH:30])=[O:29])=[CH:26][C:25]=4[Cl:34])=[O:22])[C@@H:11]3[C:35]3[CH:40]=[CH:39][CH:38]=[C:37]([Cl:41])[C:36]=3[F:42])[C:5]2=[CH:4][CH:3]=1, predict the reactants needed to synthesize it. The reactants are: [Cl:1][C:2]1[CH:7]=[C:6]2[NH:8][C:9](=[O:43])[C@@:10]3([C@H:14]([CH2:15][C:16]([C:19]#[N:20])([CH3:18])[CH3:17])[NH:13][C@@H:12]([C:21]([NH:23][C:24]4[CH:33]=[CH:32][C:27]([C:28]([O:30]C)=[O:29])=[CH:26][C:25]=4[Cl:34])=[O:22])[C@@H:11]3[C:35]3[CH:40]=[CH:39][CH:38]=[C:37]([Cl:41])[C:36]=3[F:42])[C:5]2=[CH:4][CH:3]=1.[Li+].[OH-].Cl. (10) Given the product [CH2:10]([O:9][C:8]([NH:7][C@@H:6]([CH2:2][OH:1])[CH2:5][C:4]([OH:18])=[O:3])=[O:17])[C:11]1[CH:12]=[CH:13][CH:14]=[CH:15][CH:16]=1, predict the reactants needed to synthesize it. The reactants are: [O:1]=[C:2]1[C@H:6]([NH:7][C:8](=[O:17])[O:9][CH2:10][C:11]2[CH:16]=[CH:15][CH:14]=[CH:13][CH:12]=2)[CH2:5][C:4](=[O:18])[O:3]1.[BH4-].[Na+].